Dataset: Forward reaction prediction with 1.9M reactions from USPTO patents (1976-2016). Task: Predict the product of the given reaction. (1) Given the reactants [NH2:1][C@H:2]1[CH2:7][CH2:6][C@H:5]([CH2:8][O:9][CH2:10][C:11]2[C:19]3[C:18](=[O:20])[NH:17][C:16]([C:21]([NH:23][CH2:24][C:25]4[CH:30]=[CH:29][C:28]([F:31])=[C:27]([O:32][CH3:33])[CH:26]=4)=[O:22])=[N:15][C:14]=3[S:13][CH:12]=2)[CH2:4][CH2:3]1.C(N(CC)C(C)C)(C)C.[C:43](Cl)(=[O:45])[CH3:44], predict the reaction product. The product is: [C:43]([NH:1][C@H:2]1[CH2:7][CH2:6][C@H:5]([CH2:8][O:9][CH2:10][C:11]2[C:19]3[C:18](=[O:20])[NH:17][C:16]([C:21]([NH:23][CH2:24][C:25]4[CH:30]=[CH:29][C:28]([F:31])=[C:27]([O:32][CH3:33])[CH:26]=4)=[O:22])=[N:15][C:14]=3[S:13][CH:12]=2)[CH2:4][CH2:3]1)(=[O:45])[CH3:44]. (2) Given the reactants [C:1]1([C:23]2[CH:28]=[CH:27][CH:26]=[CH:25][CH:24]=2)[CH:6]=[CH:5][C:4]([CH2:7][C@@H:8]([NH:15][C:16]([O:18][C:19]([CH3:22])([CH3:21])[CH3:20])=[O:17])[CH2:9][C@@H:10]([CH3:14])[C:11](O)=[O:12])=[CH:3][CH:2]=1.[CH3:29][S:30]([NH2:33])(=[O:32])=[O:31].CCN=C=NCCCN(C)C.Cl.ON1C2N=CC=CC=2N=N1.CCN(C(C)C)C(C)C, predict the reaction product. The product is: [C:19]([O:18][C:16](=[O:17])[NH:15][C@H:8]([CH2:7][C:4]1[CH:5]=[CH:6][C:1]([C:23]2[CH:28]=[CH:27][CH:26]=[CH:25][CH:24]=2)=[CH:2][CH:3]=1)[CH2:9][C@@H:10]([CH3:14])[C:11]([NH:33][S:30]([CH3:29])(=[O:32])=[O:31])=[O:12])([CH3:22])([CH3:21])[CH3:20]. (3) Given the reactants [Br:1][C:2]1[CH:7]=[CH:6][C:5](I)=[CH:4][CH:3]=1.[C:9]1([C:15]#[CH:16])[CH:14]=[CH:13][CH:12]=[CH:11][CH:10]=1.O1CCCC1, predict the reaction product. The product is: [Br:1][C:2]1[CH:7]=[CH:6][C:5]([C:16]#[C:15][C:9]2[CH:14]=[CH:13][CH:12]=[CH:11][CH:10]=2)=[CH:4][CH:3]=1. (4) Given the reactants [CH2:1]([O:3][C:4]([N:6]1[CH2:11][CH2:10][N:9]([C:12](=[O:55])[C@@H:13]([NH:22][C:23]([C:25]2[CH:29]=[C:28]([O:30][CH2:31][C:32]([N:34]3[CH2:38][CH2:37][CH2:36][C@H:35]3[C:39]([O:41]CC3C=CC=CC=3)=[O:40])=[O:33])[N:27]([C:49]3[CH:54]=[CH:53][CH:52]=[CH:51][CH:50]=3)[N:26]=2)=[O:24])[CH2:14][C:15]([O:17][C:18]([CH3:21])([CH3:20])[CH3:19])=[O:16])[CH2:8][CH2:7]1)=[O:5])[CH3:2], predict the reaction product. The product is: [CH2:1]([O:3][C:4]([N:6]1[CH2:7][CH2:8][N:9]([C:12](=[O:55])[C@@H:13]([NH:22][C:23]([C:25]2[CH:29]=[C:28]([O:30][CH2:31][C:32]([N:34]3[CH2:38][CH2:37][CH2:36][C@H:35]3[C:39]([OH:41])=[O:40])=[O:33])[N:27]([C:49]3[CH:54]=[CH:53][CH:52]=[CH:51][CH:50]=3)[N:26]=2)=[O:24])[CH2:14][C:15]([O:17][C:18]([CH3:21])([CH3:20])[CH3:19])=[O:16])[CH2:10][CH2:11]1)=[O:5])[CH3:2]. (5) Given the reactants [CH2:1]([C:3]1[N:4]=[C:5]([CH2:8][CH2:9][C:10]2[CH:15]=[CH:14][N:13]=[C:12]([NH2:16])[CH:11]=2)[S:6][CH:7]=1)[CH3:2].[C:17](OC1C=CC(Cl)=C(Cl)C=1Cl)(=[O:22])[CH2:18][C:19]([O-])=[O:20], predict the reaction product. The product is: [CH2:1]([C:3]1[N:4]=[C:5]([CH2:8][CH2:9][C:10]2[CH:15]=[CH:14][N:13]3[C:19](=[O:20])[CH:18]=[C:17]([OH:22])[N:16]=[C:12]3[CH:11]=2)[S:6][CH:7]=1)[CH3:2]. (6) Given the reactants [Cl:1][C:2]1[CH:7]=[C:6]([O:8][C:9]2[CH:19]=[CH:18][C:12]3[N:13]=[C:14]([NH:16][CH3:17])[S:15][C:11]=3[C:10]=2[N+:20]([O-])=O)[C:5]([O:23][CH3:24])=[CH:4][C:3]=1[CH2:25][C:26]([O:28][CH3:29])=[O:27], predict the reaction product. The product is: [NH2:20][C:10]1[C:11]2[S:15][C:14]([NH:16][CH3:17])=[N:13][C:12]=2[CH:18]=[CH:19][C:9]=1[O:8][C:6]1[C:5]([O:23][CH3:24])=[CH:4][C:3]([CH2:25][C:26]([O:28][CH3:29])=[O:27])=[C:2]([Cl:1])[CH:7]=1.